Dataset: Full USPTO retrosynthesis dataset with 1.9M reactions from patents (1976-2016). Task: Predict the reactants needed to synthesize the given product. (1) Given the product [CH2:1]([O:3][C:4]1[C:8]([CH2:9][CH2:10][CH2:11][O:12][C:24]2[CH:25]=[C:26]([CH2:30][C:31]([OH:33])=[O:32])[CH:27]=[CH:28][CH:29]=2)=[CH:7][N:6]([C:13]2[CH:18]=[CH:17][C:16]([C:19]([F:21])([F:20])[F:22])=[CH:15][N:14]=2)[N:5]=1)[CH3:2], predict the reactants needed to synthesize it. The reactants are: [CH2:1]([O:3][C:4]1[C:8]([CH2:9][CH2:10][CH2:11][OH:12])=[CH:7][N:6]([C:13]2[CH:18]=[CH:17][C:16]([C:19]([F:22])([F:21])[F:20])=[CH:15][N:14]=2)[N:5]=1)[CH3:2].O[C:24]1[CH:25]=[C:26]([CH2:30][C:31]([O:33]C)=[O:32])[CH:27]=[CH:28][CH:29]=1.C(P(CCCC)CCCC)CCC.N(C(N1CCCCC1)=O)=NC(N1CCCCC1)=O. (2) The reactants are: [CH:1]([C:4]1[N:13]([C:14]2[CH:21]=[CH:20][C:17]([C:18]#[N:19])=[CH:16][CH:15]=2)[C:12](=[O:22])[C:11]2[C:6](=[C:7]([CH2:33][O:34][CH3:35])[C:8]([O:23]CC3C=CC(OC)=CC=3)=[CH:9][CH:10]=2)[N:5]=1)([CH3:3])[CH3:2].C([O-])(O)=O.[Na+]. Given the product [OH:23][C:8]1[C:7]([CH2:33][O:34][CH3:35])=[C:6]2[C:11]([C:12](=[O:22])[N:13]([C:14]3[CH:15]=[CH:16][C:17]([C:18]#[N:19])=[CH:20][CH:21]=3)[C:4]([CH:1]([CH3:3])[CH3:2])=[N:5]2)=[CH:10][CH:9]=1, predict the reactants needed to synthesize it. (3) The reactants are: [Cl:1][C:2]1[C:3]([F:44])=[C:4]([C@@H:8]2[C@:12]([C:15]3[CH:20]=[CH:19][C:18]([Cl:21])=[CH:17][C:16]=3[F:22])([C:13]#[N:14])[C@H:11]([CH2:23][C:24]([CH3:27])([CH3:26])[CH3:25])[NH:10][C@H:9]2[C:28]([NH:30][C:31]2[C:40]([O:41][CH3:42])=[CH:39][C:34]([C:35]([O:37]C)=[O:36])=[C:33]([F:43])[CH:32]=2)=[O:29])[CH:5]=[CH:6][CH:7]=1.C1COCC1.[OH-].[Na+]. Given the product [Cl:21][C:18]1[CH:19]=[CH:20][C:15]([C@@:12]2([C:13]#[N:14])[C@H:11]([CH2:23][C:24]([CH3:26])([CH3:25])[CH3:27])[NH:10][C@@H:9]([C:28]([NH:30][C:31]3[C:40]([O:41][CH3:42])=[CH:39][C:34]([C:35]([OH:37])=[O:36])=[C:33]([F:43])[CH:32]=3)=[O:29])[C@@H:8]2[C:4]2[CH:5]=[CH:6][CH:7]=[C:2]([Cl:1])[C:3]=2[F:44])=[C:16]([F:22])[CH:17]=1, predict the reactants needed to synthesize it. (4) Given the product [Br:1][C:2]1[CH:7]=[CH:6][C:5]([S:8][CH2:10][CH2:11][N:12]2[CH2:17][CH2:16][O:15][CH2:14][CH2:13]2)=[CH:4][CH:3]=1, predict the reactants needed to synthesize it. The reactants are: [Br:1][C:2]1[CH:7]=[CH:6][C:5]([SH:8])=[CH:4][CH:3]=1.Cl[CH2:10][CH2:11][N:12]1[CH2:17][CH2:16][O:15][CH2:14][CH2:13]1.C(=O)([O-])[O-].[Cs+].[Cs+]. (5) Given the product [O:1]([C:8]1[CH:9]=[C:10]([CH:11]=[C:12]([C:14]([F:17])([F:16])[F:15])[CH:13]=1)[C:26]#[N:27])[C:2]1[CH:7]=[CH:6][CH:5]=[CH:4][CH:3]=1, predict the reactants needed to synthesize it. The reactants are: [O:1]([C:8]1[CH:9]=[C:10](OS(C(F)(F)F)(=O)=O)[CH:11]=[C:12]([C:14]([F:17])([F:16])[F:15])[CH:13]=1)[C:2]1[CH:7]=[CH:6][CH:5]=[CH:4][CH:3]=1.[CH3:26][N:27](C=O)C. (6) Given the product [Cl:53][C:4]1[CH:5]=[CH:6][C:1]([N:7]2[C:12](=[O:13])[C:11]3[S:14][CH:15]=[C:16]([C:17]4[C:18]5[C:19](=[CH:25][CH:24]=[CH:28][CH:29]=5)[CH:20]=[CH:21][CH:22]=4)[C:10]=3[N:9]=[CH:8]2)=[CH:2][CH:3]=1, predict the reactants needed to synthesize it. The reactants are: [C:1]1([N:7]2[C:12](=[O:13])[C:11]3[S:14][CH:15]=[C:16]([C:17]4[CH:22]=[CH:21][CH:20]=[CH:19][CH:18]=4)[C:10]=3[N:9]=[CH:8]2)[CH:6]=[CH:5][CH:4]=[CH:3][CH:2]=1.N[C:24]1[C:28]([C:29]2C3C(=CC=CC=3)C=CC=2)=CS[C:25]=1C(OC)=O.C(OCC)(OCC)OCC.[Cl:53]C1C=CC(N)=CC=1. (7) Given the product [C:42]([O:41][C:39]([O:38][C:31]1[C:8]2[C@H:9]3[CH2:13][N:12]([C:14]([O:16][C:17]([CH3:20])([CH3:18])[CH3:19])=[O:15])[CH2:11][C@@H:10]3[CH2:21][CH2:22][O:23][C:7]=2[CH:6]=[CH:5][CH:4]=1)=[O:40])([CH3:43])([CH3:44])[CH3:45], predict the reactants needed to synthesize it. The reactants are: COC1[C:8]2[C@H:9]3[CH2:13][N:12]([C:14]([O:16][C:17]([CH3:20])([CH3:19])[CH3:18])=[O:15])[CH2:11][C@@H:10]3[CH2:21][CH2:22][O:23][C:7]=2[CH:6]=[CH:5][CH:4]=1.Br.N1C=CC=CC=1.[C:31]([O:38][C:39]([O:41][C:42]([CH3:45])([CH3:44])[CH3:43])=[O:40])(OC(C)(C)C)=O. (8) Given the product [NH2:18][C@@H:17]([C:6]1[NH:7][C:8]2[C:4]([CH:5]=1)=[CH:3][C:2]([Cl:1])=[CH:10][C:9]=2[NH:11][CH:12]1[CH2:16][CH2:15][CH2:14][CH2:13]1)[CH2:21][OH:20], predict the reactants needed to synthesize it. The reactants are: [Cl:1][C:2]1[CH:3]=[C:4]2[C:8](=[C:9]([NH:11][CH:12]3[CH2:16][CH2:15][CH2:14][CH2:13]3)[CH:10]=1)[NH:7][C:6]([C@H:17]1[CH2:21][O:20]C(C)(C)[NH:18]1)=[CH:5]2.C(O)(C(F)(F)F)=O. (9) Given the product [CH3:15][O:14][C:11]1[CH:12]=[C:13]2[C:8](=[CH:9][C:10]=1[O:16][CH3:17])[NH:7][CH:6]=[C:5]([C:18]#[N:19])[C:4]2=[O:20], predict the reactants needed to synthesize it. The reactants are: C(O[C:4](=[O:20])[C:5]([C:18]#[N:19])=[CH:6][NH:7][C:8]1[CH:13]=[CH:12][C:11]([O:14][CH3:15])=[C:10]([O:16][CH3:17])[CH:9]=1)C.C1C=CC(C2C=CC=CC=2)=CC=1.C1C=CC(OC2C=CC=CC=2)=CC=1.